Dataset: Forward reaction prediction with 1.9M reactions from USPTO patents (1976-2016). Task: Predict the product of the given reaction. (1) Given the reactants [Br:1][C:2]1[CH:7]=[C:6]([N+:8]([O-])=O)[CH:5]=[CH:4][C:3]=1[N:11]1[CH2:16][CH2:15][O:14][C:13]2[CH:17]=[C:18]([S:21]([N:24]([CH2:30][C:31]3[CH:36]=[CH:35][C:34]([O:37][CH3:38])=[CH:33][CH:32]=3)[C:25]3[S:26][CH:27]=[CH:28][N:29]=3)(=[O:23])=[O:22])[CH:19]=[CH:20][C:12]1=2.C(O)(=O)C, predict the reaction product. The product is: [NH2:8][C:6]1[CH:5]=[CH:4][C:3]([N:11]2[CH2:16][CH2:15][O:14][C:13]3[CH:17]=[C:18]([S:21]([N:24]([CH2:30][C:31]4[CH:36]=[CH:35][C:34]([O:37][CH3:38])=[CH:33][CH:32]=4)[C:25]4[S:26][CH:27]=[CH:28][N:29]=4)(=[O:23])=[O:22])[CH:19]=[CH:20][C:12]2=3)=[C:2]([Br:1])[CH:7]=1. (2) The product is: [OH:35][CH2:34][C:33]1[O:24][N:23]=[C:22]([C:17]23[CH2:20][CH2:21][C:14]([C:7]4[NH:8][C:9]5[N:10]([CH2:11][CH2:12][CH3:13])[C:2](=[O:1])[N:3]([CH2:26][CH2:27][CH3:28])[C:4](=[O:25])[C:5]=5[N:6]=4)([CH2:19][CH2:18]2)[CH2:15][CH2:16]3)[CH:32]=1. Given the reactants [O:1]=[C:2]1[N:10]([CH2:11][CH2:12][CH3:13])[C:9]2[NH:8][C:7]([C:14]34[CH2:21][CH2:20][C:17]([CH:22]=[N:23][OH:24])([CH2:18][CH2:19]3)[CH2:16][CH2:15]4)=[N:6][C:5]=2[C:4](=[O:25])[N:3]1[CH2:26][CH2:27][CH3:28].ClN1[C:34](=[O:35])[CH2:33][CH2:32]C1=O.C(O)C#C.CCN(CC)CC, predict the reaction product. (3) The product is: [Si:18]([O:25][C:26]1[CH:27]=[CH:28][C:29]([C:4]2[CH:5]=[CH:6][C:7]([CH:8]=[O:9])=[C:2]([Cl:1])[CH:3]=2)=[CH:30][CH:31]=1)([C:21]([CH3:24])([CH3:23])[CH3:22])([CH3:20])[CH3:19]. Given the reactants [Cl:1][C:2]1[CH:3]=[C:4](OS(C(F)(F)F)(=O)=O)[CH:5]=[CH:6][C:7]=1[CH:8]=[O:9].[Si:18]([O:25][C:26]1[CH:31]=[CH:30][C:29](B(O)O)=[CH:28][CH:27]=1)([C:21]([CH3:24])([CH3:23])[CH3:22])([CH3:20])[CH3:19], predict the reaction product. (4) Given the reactants [C:1]([N:5]1[C:9]([CH2:10][CH2:11][CH:12]=O)=[CH:8][C:7]([CH2:14][CH2:15][CH3:16])=[N:6]1)([CH3:4])([CH3:3])[CH3:2].[F:17][C:18]1[CH:23]=[CH:22][CH:21]=[CH:20][C:19]=1[N:24]1[CH2:29][CH2:28][NH:27][CH2:26][CH2:25]1.CCN(C(C)C)C(C)C.[BH-](OC(C)=O)(OC(C)=O)OC(C)=O.[Na+], predict the reaction product. The product is: [C:1]([N:5]1[C:9]([CH2:10][CH2:11][CH2:12][N:27]2[CH2:26][CH2:25][N:24]([C:19]3[CH:20]=[CH:21][CH:22]=[CH:23][C:18]=3[F:17])[CH2:29][CH2:28]2)=[CH:8][C:7]([CH2:14][CH2:15][CH3:16])=[N:6]1)([CH3:4])([CH3:3])[CH3:2]. (5) Given the reactants [Cl:1][C:2]1[CH:3]=[CH:4][C:5]([N:21]2[CH:25]=[CH:24][CH:23]=[CH:22]2)=[C:6]([CH:8]([C:10]2[C:15]([F:16])=[CH:14][CH:13]=[C:12]([O:17][CH3:18])[C:11]=2[O:19][CH3:20])[OH:9])[CH:7]=1, predict the reaction product. The product is: [Cl:1][C:2]1[CH:3]=[CH:4][C:5]([N:21]2[CH:25]=[CH:24][CH:23]=[CH:22]2)=[C:6]([C:8]([C:10]2[C:15]([F:16])=[CH:14][CH:13]=[C:12]([O:17][CH3:18])[C:11]=2[O:19][CH3:20])=[O:9])[CH:7]=1.